From a dataset of Full USPTO retrosynthesis dataset with 1.9M reactions from patents (1976-2016). Predict the reactants needed to synthesize the given product. (1) Given the product [N:16]1[CH:15]=[CH:14][N:13]=[C:12]2[NH:11][CH:10]=[C:9]([C:7]([NH2:6])=[O:8])[C:17]=12, predict the reactants needed to synthesize it. The reactants are: OCC([NH:6][C:7]([C:9]1[C:17]2[C:12](=[N:13][CH:14]=[C:15](N3C4C(=CC=CC=4)C(C4CCNCC4)=N3)[N:16]=2)[N:11](COCC[Si](C)(C)C)[CH:10]=1)=[O:8])(C)C.C=O.C(O[BH-](OC(=O)C)OC(=O)C)(=O)C.[Na+]. (2) Given the product [CH3:19][Si:2]([CH3:1])([CH2:9][CH2:10][CH2:11][O:12][CH:13]1[CH2:18][CH2:17][CH2:16][CH2:15][O:14]1)[CH2:3][CH2:4][C:5]([F:6])([F:7])[F:8], predict the reactants needed to synthesize it. The reactants are: [CH3:1][Si:2]([CH3:19])([C:9]#[C:10][CH2:11][O:12][CH:13]1[CH2:18][CH2:17][CH2:16][CH2:15][O:14]1)[CH2:3][CH2:4][C:5]([F:8])([F:7])[F:6].C(=O)([O-])[O-].[H][H]. (3) Given the product [Br:15][C:14]1([Br:16])[CH:7]2[CH:1]1[CH2:2][CH2:3][CH2:4][CH2:5][CH2:6]2, predict the reactants needed to synthesize it. The reactants are: [CH:1]1[CH2:7][CH2:6][CH2:5][CH2:4][CH2:3][CH:2]=1.C(O[K])(C)(C)C.[CH:14](Br)([Br:16])[Br:15].CCCCCC. (4) Given the product [CH3:36][NH:37][S:38]([NH:1][C:2]1[CH:3]=[CH:4][C:5]([C:8]2[N:13]=[C:12]3[N:14]([CH:17]4[CH2:22][CH2:21][N:20]([C:23]([O:25][C:26]([CH3:29])([CH3:27])[CH3:28])=[O:24])[CH2:19][CH2:18]4)[N:15]=[CH:16][C:11]3=[C:10]([N:30]3[CH2:31][CH2:32][O:33][CH2:34][CH2:35]3)[N:9]=2)=[CH:6][CH:7]=1)(=[O:40])=[O:39], predict the reactants needed to synthesize it. The reactants are: [NH2:1][C:2]1[CH:7]=[CH:6][C:5]([C:8]2[N:13]=[C:12]3[N:14]([CH:17]4[CH2:22][CH2:21][N:20]([C:23]([O:25][C:26]([CH3:29])([CH3:28])[CH3:27])=[O:24])[CH2:19][CH2:18]4)[N:15]=[CH:16][C:11]3=[C:10]([N:30]3[CH2:35][CH2:34][O:33][CH2:32][CH2:31]3)[N:9]=2)=[CH:4][CH:3]=1.[CH3:36][NH:37][S:38](Cl)(=[O:40])=[O:39].N1C=CC=CC=1. (5) Given the product [Cl:46][C:7]1[CH:8]=[CH:9][CH:10]=[C:11]2[C:6]=1[O:5][C:1]1([CH2:4][CH2:3][CH2:2]1)[CH2:13][C@H:12]2[NH:14][C:32](=[O:34])[CH2:31][CH2:30][CH2:29][C:22]1[CH:23]=[CH:24][CH:25]=[C:26]([O:27][CH3:28])[C:21]=1[O:20][CH:15]1[CH2:19][CH2:18][CH2:17][CH2:16]1, predict the reactants needed to synthesize it. The reactants are: [C:1]12([CH2:13][CH:12]([NH2:14])[C:11]3[C:6](=[CH:7][CH:8]=[CH:9][CH:10]=3)[O:5]1)[CH2:4][CH2:3][CH2:2]2.[CH:15]1([O:20][C:21]2[C:26]([O:27][CH3:28])=[CH:25][CH:24]=[CH:23][C:22]=2[CH2:29][CH2:30][CH2:31][C:32]([OH:34])=O)[CH2:19][CH2:18][CH2:17][CH2:16]1.CCN=C=NCCCN(C)C.[ClH:46].C1C=CC2N(O)N=NC=2C=1.C(N(CC)CC)C. (6) The reactants are: [N+:1]([C:4]1[CH:9]=[CH:8][C:7]([C:10]2[CH:15]=[CH:14][C:13]([C:16]([OH:18])=O)=[CH:12][CH:11]=2)=[CH:6][CH:5]=1)([O-:3])=[O:2].C(Cl)(=O)C(Cl)=O.Cl.[CH3:26][NH:27][C@H:28]([C:32]([O:34][CH3:35])=[O:33])[CH:29]([CH3:31])[CH3:30].C(N(CC)CC)C. Given the product [CH3:26][N:27]([C:16]([C:13]1[CH:12]=[CH:11][C:10]([C:7]2[CH:6]=[CH:5][C:4]([N+:1]([O-:3])=[O:2])=[CH:9][CH:8]=2)=[CH:15][CH:14]=1)=[O:18])[C@H:28]([C:32]([O:34][CH3:35])=[O:33])[CH:29]([CH3:31])[CH3:30], predict the reactants needed to synthesize it.